Task: Predict the reactants needed to synthesize the given product.. Dataset: Full USPTO retrosynthesis dataset with 1.9M reactions from patents (1976-2016) (1) Given the product [CH3:39][O:38][C:37]1[CH:36]=[C:35]2[C:30]([CH:31]=[CH:32][C:33](=[O:40])[NH:34]2)=[CH:29][C:28]=1[B:10]1[O:11][C:12]([CH3:17])([CH3:18])[C:13]([CH3:15])([CH3:16])[O:14]1, predict the reactants needed to synthesize it. The reactants are: [B:10]1([B:10]2[O:14][C:13]([CH3:16])([CH3:15])[C:12]([CH3:18])([CH3:17])[O:11]2)[O:14][C:13]([CH3:16])([CH3:15])[C:12]([CH3:18])([CH3:17])[O:11]1.CC([O-])=O.[K+].C(Cl)Cl.Br[C:28]1[CH:29]=[C:30]2[C:35](=[CH:36][C:37]=1[O:38][CH3:39])[NH:34][C:33](=[O:40])[CH:32]=[CH:31]2. (2) Given the product [Cl:1][C:2]1[CH:7]=[CH:6][CH:5]=[C:4]([Cl:8])[C:3]=1[CH2:9][CH2:10][O:11][CH2:15][C:16]([OH:18])=[O:17], predict the reactants needed to synthesize it. The reactants are: [Cl:1][C:2]1[CH:7]=[CH:6][CH:5]=[C:4]([Cl:8])[C:3]=1[CH2:9][CH2:10][OH:11].[H-].[Na+].Cl[CH2:15][C:16]([O-:18])=[O:17].[Na+]. (3) Given the product [Cl:1][C:2]1[CH:7]=[CH:6][C:5]([O:8][CH3:9])=[CH:4][C:3]=1[N:10]([CH2:21][CH2:22][C:23]1[CH:28]=[CH:27][C:26]([C:29]([F:32])([F:31])[F:30])=[CH:25][CH:24]=1)[C:11](=[O:20])/[C:12](=[N:34]\[OH:33])/[C:13]1[CH:18]=[CH:17][CH:16]=[CH:15][CH:14]=1, predict the reactants needed to synthesize it. The reactants are: [Cl:1][C:2]1[CH:7]=[CH:6][C:5]([O:8][CH3:9])=[CH:4][C:3]=1[N:10]([CH2:21][CH2:22][C:23]1[CH:28]=[CH:27][C:26]([C:29]([F:32])([F:31])[F:30])=[CH:25][CH:24]=1)[C:11](=[O:20])[C:12](=O)[C:13]1[CH:18]=[CH:17][CH:16]=[CH:15][CH:14]=1.[OH:33][NH2:34].Cl. (4) Given the product [CH3:33][C:34]1[CH:35]=[C:36]([NH:37][C:2]2[CH:7]=[CH:6][C:5]([C:8]3([C:21]4[CH:26]=[CH:25][CH:24]=[CH:23][CH:22]=4)[C:20]4[CH:19]=[CH:18][CH:17]=[CH:16][C:15]=4[C:14]4[C:9]3=[CH:10][CH:11]=[CH:12][CH:13]=4)=[CH:4][CH:3]=2)[CH:38]=[C:39]([CH3:41])[CH:40]=1, predict the reactants needed to synthesize it. The reactants are: Br[C:2]1[CH:7]=[CH:6][C:5]([C:8]2([C:21]3[CH:26]=[CH:25][CH:24]=[CH:23][CH:22]=3)[C:20]3[CH:19]=[CH:18][CH:17]=[CH:16][C:15]=3[C:14]3[C:9]2=[CH:10][CH:11]=[CH:12][CH:13]=3)=[CH:4][CH:3]=1.CC(C)([O-])C.[Na+].[CH3:33][C:34]1[CH:35]=[C:36]([CH:38]=[C:39]([CH3:41])[CH:40]=1)[NH2:37].C(P(C(C)(C)C)C(C)(C)C)(C)(C)C. (5) Given the product [C:20]([C:17]([C:13]1[CH:12]=[C:11]([CH:16]=[CH:15][CH:14]=1)[C:10]([NH:9][C:4]1[CH:5]=[CH:6][C:7]([CH3:8])=[C:2]([NH:1][C:24]2[CH:25]=[C:26]3[C:31](=[CH:32][CH:33]=2)[N:30]=[CH:29][N:28]([CH2:34][CH2:35][OH:36])[C:27]3=[O:44])[CH:3]=1)=[O:22])([CH3:19])[CH3:18])#[N:21], predict the reactants needed to synthesize it. The reactants are: [NH2:1][C:2]1[CH:3]=[C:4]([NH:9][C:10](=[O:22])[C:11]2[CH:16]=[CH:15][CH:14]=[C:13]([C:17]([C:20]#[N:21])([CH3:19])[CH3:18])[CH:12]=2)[CH:5]=[CH:6][C:7]=1[CH3:8].Br[C:24]1[CH:25]=[C:26]2[C:31](=[CH:32][CH:33]=1)[N:30]=[CH:29][N:28]([CH2:34][CH2:35][O:36][Si](C(C)(C)C)(C)C)[C:27]2=[O:44].CC(C)([O-])C.[Na+].C1C=CC(P(C2C(C3C(P(C4C=CC=CC=4)C4C=CC=CC=4)=CC=C4C=3C=CC=C4)=C3C(C=CC=C3)=CC=2)C2C=CC=CC=2)=CC=1. (6) Given the product [C:13]([C:11]1[O:10][N:9]=[C:8]([C:5]2[CH:4]=[C:3]([O:17][CH2:18][CH:19]3[CH2:21][CH2:20]3)[C:2]([S:23][CH3:22])=[CH:7][N:6]=2)[N:12]=1)([CH3:16])([CH3:15])[CH3:14], predict the reactants needed to synthesize it. The reactants are: Br[C:2]1[C:3]([O:17][CH2:18][CH:19]2[CH2:21][CH2:20]2)=[CH:4][C:5]([C:8]2[N:12]=[C:11]([C:13]([CH3:16])([CH3:15])[CH3:14])[O:10][N:9]=2)=[N:6][CH:7]=1.[CH3:22][SH:23].[Na]. (7) The reactants are: [CH:1]([NH2:3])=[O:2].[O:4]1[CH2:8][CH2:7][CH2:6][CH2:5]1.CO.[C:11](=[O:14])([O-])[O-].[K+].[K+].[C:17]1([CH3:23])[CH:22]=[CH:21][CH:20]=[CH:19][CH:18]=1.[CH3:24][CH2:25][CH2:26]CCCC. Given the product [CH2:8]([O:4][C:20]1[CH:21]=[CH:22][C:17]([C@@H:23]2[CH2:11][O:14]2)=[CH:18][C:19]=1[NH:3][CH:1]=[O:2])[C:7]1[CH:26]=[CH:25][CH:24]=[CH:5][CH:6]=1, predict the reactants needed to synthesize it. (8) Given the product [Cl:28][C:25]1[C:24]([Cl:29])=[CH:23][C:22]([CH:21]=[CH2:1])=[CH:27][N:26]=1, predict the reactants needed to synthesize it. The reactants are: [C:1]1(P(C2C=CC=CC=2)C2C=CC=CC=2)C=CC=CC=1.Br[CH2:21][C:22]1[CH:23]=[C:24]([Cl:29])[C:25]([Cl:28])=[N:26][CH:27]=1.